From a dataset of Forward reaction prediction with 1.9M reactions from USPTO patents (1976-2016). Predict the product of the given reaction. (1) Given the reactants [F:1][C:2]1[CH:7]=[CH:6][C:5]([C:8]2[CH:13]=[CH:12][CH:11]=[CH:10][C:9]=2[CH2:14][N:15]2[CH:20]=[CH:19][CH:18]=[C:17]([C:21]([NH:23][C@@H:24]([CH2:32][CH2:33][CH2:34][NH:35][C:36]([NH:38]S(C3C(C)=C4C(=C(C)C=3C)OC(C)(C)CC4)(=O)=O)=[NH:37])[C:25]([O:27]C(C)(C)C)=[O:26])=[O:22])[C:16]2=[O:57])=[CH:4][CH:3]=1.[C:58]([OH:64])([C:60]([F:63])([F:62])[F:61])=[O:59].C([SiH](CC)CC)C, predict the reaction product. The product is: [NH:35]([CH2:34][CH2:33][CH2:32][C@H:24]([NH:23][C:21]([C:17]1[C:16](=[O:57])[N:15]([CH2:14][C:9]2[CH:10]=[CH:11][CH:12]=[CH:13][C:8]=2[C:5]2[CH:6]=[CH:7][C:2]([F:1])=[CH:3][CH:4]=2)[CH:20]=[CH:19][CH:18]=1)=[O:22])[C:25]([OH:27])=[O:26])[C:36]([NH2:38])=[NH:37].[C:58]([OH:64])([C:60]([F:63])([F:62])[F:61])=[O:59]. (2) Given the reactants Cl[C:2](Cl)([O:4][C:5](=[O:11])OC(Cl)(Cl)Cl)Cl.[F:13][C:14]([F:34])([F:33])[C:15]1[CH:16]=[C:17]([C:21]2[CH:22]=[CH:23][C:24]3[N:30]4[CH2:31][C@H:27]([CH2:28][CH2:29]4)[NH:26][C:25]=3[N:32]=2)[CH:18]=[CH:19][CH:20]=1.C(N(CC)CC)C.[NH2:42][C:43]1[CH:44]=[C:45]([CH:60]=[CH:61][CH:62]=1)[CH2:46][N:47]1[CH2:52][CH2:51][N:50](C(OC(C)(C)C)=O)[CH2:49][CH2:48]1, predict the reaction product. The product is: [F:13][C:14]([F:34])([F:33])[C:5]([OH:4])=[O:11].[N:47]1([CH2:46][C:45]2[CH:44]=[C:43]([NH:42][C:2]([N:26]3[C@@H:27]4[CH2:31][N:30]([CH2:29][CH2:28]4)[C:24]4[CH:23]=[CH:22][C:21]([C:17]5[CH:18]=[CH:19][CH:20]=[C:15]([C:14]([F:33])([F:13])[F:34])[CH:16]=5)=[N:32][C:25]3=4)=[O:4])[CH:62]=[CH:61][CH:60]=2)[CH2:48][CH2:49][NH:50][CH2:51][CH2:52]1.